From a dataset of Full USPTO retrosynthesis dataset with 1.9M reactions from patents (1976-2016). Predict the reactants needed to synthesize the given product. (1) Given the product [CH3:1][O:2][C:3]1[CH:11]=[CH:10][C:9]2[N:8](/[CH:12]=[C:13](\[C:16]3[CH:21]=[CH:20][N:19]=[CH:18][CH:17]=3)/[CH3:14])[C:7]3[CH2:22][CH2:23][N:24]([CH3:26])[CH2:25][C:6]=3[C:5]=2[CH:4]=1, predict the reactants needed to synthesize it. The reactants are: [CH3:1][O:2][C:3]1[CH:11]=[CH:10][C:9]2[N:8]([CH2:12][C:13]([C:16]3[CH:21]=[CH:20][N:19]=[CH:18][CH:17]=3)(O)[CH3:14])[CH:7]3[CH2:22][CH2:23][N:24]([CH3:26])[CH2:25][CH:6]3[C:5]=2[CH:4]=1.[OH-].[K+]. (2) Given the product [ClH:31].[F:30][C:2]1([F:1])[CH2:7][CH2:6][C@H:5]([NH2:8])[C@@H:4]([CH2:16][O:17][C:18]2[CH:23]=[CH:22][C:21]([N:24]3[CH:28]=[C:27]([CH3:29])[CH:26]=[N:25]3)=[CH:20][CH:19]=2)[CH2:3]1, predict the reactants needed to synthesize it. The reactants are: [F:1][C:2]1([F:30])[CH2:7][CH2:6][C@H:5]([NH:8]C(=O)OC(C)(C)C)[C@@H:4]([CH2:16][O:17][C:18]2[CH:23]=[CH:22][C:21]([N:24]3[CH:28]=[C:27]([CH3:29])[CH:26]=[N:25]3)=[CH:20][CH:19]=2)[CH2:3]1.[ClH:31].CCOC(C)=O. (3) Given the product [CH2:13]([O:12][C:11]([NH:10][C@@H:3]([C:4]1[CH:9]=[CH:8][CH:7]=[CH:6][CH:5]=1)[CH2:2][NH:34][C:35](=[O:41])[O:36][C:37]([CH3:40])([CH3:39])[CH3:38])=[O:20])[C:14]1[CH:19]=[CH:18][CH:17]=[CH:16][CH:15]=1, predict the reactants needed to synthesize it. The reactants are: O[CH2:2][C@@H:3]([NH:10][C:11](=[O:20])[O:12][CH2:13][C:14]1[CH:19]=[CH:18][CH:17]=[CH:16][CH:15]=1)[C:4]1[CH:9]=[CH:8][CH:7]=[CH:6][CH:5]=1.C(OC(NC(CC(C)C)C[NH:34][C:35](=[O:41])[O:36][C:37]([CH3:40])([CH3:39])[CH3:38])=O)C1C=CC=CC=1. (4) Given the product [N+:12]([CH2:11][C:8]1[CH:9]=[CH:10][C:2]2[O:1][CH2:6][CH2:5][O:4][C:3]=2[CH:7]=1)#[C-:13], predict the reactants needed to synthesize it. The reactants are: [O:1]1[CH2:6][CH2:5][O:4][C:3]2[CH:7]=[C:8]([CH2:11][NH2:12])[CH:9]=[CH:10][C:2]1=2.[CH:13](OCC)=O.CC[N+](S(N=C(OC)[O-])(=O)=O)(CC)CC. (5) Given the product [CH2:12]([CH:14]([CH2:20][CH2:21][CH2:22][CH3:23])[CH2:15][O:16][C:17]([O:9][O:8][C:2]([O:10][O:11][C:26](=[O:30])[CH:27]([CH3:29])[CH3:28])([CH2:3][CH2:4][CH:5]([CH3:7])[CH3:6])[CH3:1])=[O:18])[CH3:13], predict the reactants needed to synthesize it. The reactants are: [CH3:1][C:2]([O:10][OH:11])([O:8][OH:9])[CH2:3][CH2:4][CH:5]([CH3:7])[CH3:6].[CH2:12]([CH:14]([CH2:20][CH2:21][CH2:22][CH3:23])[CH2:15][O:16][C:17](Cl)=[O:18])[CH3:13].[OH-].[Na+].[C:26](Cl)(=[O:30])[CH:27]([CH3:29])[CH3:28]. (6) Given the product [Br:13][C:14]1[CH:19]=[C:18]([CH:24]([C:23]2[CH:26]=[C:27]([F:30])[CH:28]=[CH:29][C:22]=2[F:21])[OH:25])[C:17]([Br:20])=[CH:16][N:15]=1, predict the reactants needed to synthesize it. The reactants are: C([Li])CCC.C(NC(C)C)(C)C.[Br:13][C:14]1[CH:19]=[CH:18][C:17]([Br:20])=[CH:16][N:15]=1.[F:21][C:22]1[CH:29]=[CH:28][C:27]([F:30])=[CH:26][C:23]=1[CH:24]=[O:25]. (7) The reactants are: [CH3:1][O:2][C:3]1[CH:4]=[C:5]2[C:10](=[CH:11][C:12]=1[O:13][CH3:14])[N:9]=[CH:8][CH:7]=[C:6]2[O:15][C:16]1[CH:22]=[CH:21][C:19]([NH2:20])=[CH:18][CH:17]=1.[C:23]1([CH3:29])C=CC=C[CH:24]=1.ClC(Cl)([O:33][C:34](=O)[O:35]C(Cl)(Cl)Cl)Cl.C(=O)(O)[O-].[Na+]. Given the product [CH3:1][O:2][C:3]1[CH:4]=[C:5]2[C:10](=[CH:11][C:12]=1[O:13][CH3:14])[N:9]=[CH:8][CH:7]=[C:6]2[O:15][C:16]1[CH:22]=[CH:21][C:19]([NH:20][C:34](=[O:33])[O:35][CH2:24][CH2:23][CH3:29])=[CH:18][CH:17]=1, predict the reactants needed to synthesize it.